Dataset: Full USPTO retrosynthesis dataset with 1.9M reactions from patents (1976-2016). Task: Predict the reactants needed to synthesize the given product. (1) Given the product [CH2:50]([N:57]1[CH2:61][C@H:60]([C:62]2[CH:63]=[CH:64][C:65]([Cl:68])=[CH:66][CH:67]=2)[C@@H:59]([C@@H:69]([O:27][C:24]2[CH:23]=[CH:22][C:21]([Cl:20])=[CH:26][N:25]=2)[CH3:70])[CH2:58]1)[C:51]1[CH:52]=[CH:53][CH:54]=[CH:55][CH:56]=1, predict the reactants needed to synthesize it. The reactants are: C1C=CC(P(C2C=CC=CC=2)C2C=CC=CC=2)=CC=1.[Cl:20][C:21]1[CH:22]=[CH:23][C:24]([OH:27])=[N:25][CH:26]=1.C1C=CC(COC(/N=N/C(OCC2C=CC=CC=2)=O)=O)=CC=1.[CH2:50]([N:57]1[CH2:61][C@H:60]([C:62]2[CH:67]=[CH:66][C:65]([Cl:68])=[CH:64][CH:63]=2)[C@@H:59]([C@H:69](O)[CH3:70])[CH2:58]1)[C:51]1[CH:56]=[CH:55][CH:54]=[CH:53][CH:52]=1. (2) Given the product [C@@H:11]1([NH2:18])[O:12][C@H:3]([CH2:2][OH:1])[C@@H:5]([OH:6])[C@H:7]([OH:8])[C@H:9]1[OH:10], predict the reactants needed to synthesize it. The reactants are: [O:1]=[CH:2][C@@H:3]([C@H:5]([C@@H:7]([C@@H:9]([CH2:11][OH:12])[OH:10])[OH:8])[OH:6])O.C(=O)(O)[O-].[NH4+].[NH2:18]C1C=C(C(O)=O)C(O)=CC=1.C(Cl)(Cl)Cl. (3) Given the product [CH2:1]([N:8]1[C:12]([CH:13]2[C:22]3[C:17](=[CH:18][CH:19]=[C:20]([CH2:23][CH:24]([CH3:26])[CH3:25])[CH:21]=3)[C:15](=[O:16])[CH2:14]2)=[CH:11][N:10]=[CH:9]1)[C:2]1[CH:3]=[CH:4][CH:5]=[CH:6][CH:7]=1, predict the reactants needed to synthesize it. The reactants are: [CH2:1]([N:8]1[C:12]([CH:13]=[CH:14][C:15]([C:17]2[CH:22]=[CH:21][C:20]([CH2:23][CH:24]([CH3:26])[CH3:25])=[CH:19][CH:18]=2)=[O:16])=[CH:11][N:10]=[CH:9]1)[C:2]1[CH:7]=[CH:6][CH:5]=[CH:4][CH:3]=1. (4) Given the product [NH:16]1[CH:17]=[CH:18][C:14]([NH:13][C:1]2[NH:2][C:6](=[O:7])[C:5]3[C:4]([CH:3]=2)=[CH:12][CH:11]=[CH:10][CH:9]=3)=[N:15]1, predict the reactants needed to synthesize it. The reactants are: [C:1]([CH2:3][C:4]1[CH:12]=[CH:11][CH:10]=[CH:9][C:5]=1[C:6](O)=[O:7])#[N:2].[NH2:13][C:14]1[CH:18]=[CH:17][NH:16][N:15]=1. (5) Given the product [Cl:1][C:2]1[CH:3]=[C:4]([CH2:9][CH2:10][CH:11]([NH:13][C:24]([C:18]2[CH2:17][N:16]([CH2:14][CH3:15])[C:20](=[O:21])[C:19]=2[OH:22])=[O:25])[CH3:12])[CH:5]=[CH:6][C:7]=1[Cl:8], predict the reactants needed to synthesize it. The reactants are: [Cl:1][C:2]1[CH:3]=[C:4]([CH2:9][CH2:10][CH:11]([NH2:13])[CH3:12])[CH:5]=[CH:6][C:7]=1[Cl:8].[CH2:14]([N:16]1[C:20](=[O:21])[C:19]([O:22]C)=[C:18]([C:24](O)=[O:25])[CH2:17]1)[CH3:15].